The task is: Predict the reaction yield, written as a fraction of the theoretical maximum amount of product (1.0 means a 100% yield; for example, 0.34 means a 34% yield).. This data is from Reaction yield outcomes from USPTO patents with 853,638 reactions. (1) The reactants are [AlH4-].[Li+].O1CCCC1.[CH3:8][N:9]([CH3:20])[C:10]([C:12]1[C:17]([NH2:18])=[N:16][C:15]([Br:19])=[CH:14][N:13]=1)=O. No catalyst specified. The product is [Br:19][C:15]1[N:16]=[C:17]([NH2:18])[C:12]([CH2:10][N:9]([CH3:20])[CH3:8])=[N:13][CH:14]=1. The yield is 0.380. (2) The reactants are [O-][Mn](=O)(=O)=O.[K+].[N:7]1[C:15]2[C:10](=[N:11][CH:12]=[CH:13][CH:14]=2)[NH:9][C:8]=1[CH2:16][OH:17].C([O-])([O-])=[O:19].[Na+].[Na+]. The catalyst is O. The product is [N:7]1[C:15]2[C:10](=[N:11][CH:12]=[CH:13][CH:14]=2)[NH:9][C:8]=1[C:16]([OH:19])=[O:17]. The yield is 1.00.